Task: Predict the reactants needed to synthesize the given product.. Dataset: Full USPTO retrosynthesis dataset with 1.9M reactions from patents (1976-2016) (1) Given the product [OH:31][CH2:30][C:27]1([C:24]2[CH:25]=[CH:26][C:21]([C:2]3[CH:3]=[C:4]4[C:8](=[CH:9][C:10]=3[CH3:11])[NH:7][CH:6]=[C:5]4[CH:12]=[O:13])=[CH:22][CH:23]=2)[CH2:29][CH2:28]1, predict the reactants needed to synthesize it. The reactants are: Br[C:2]1[CH:3]=[C:4]2[C:8](=[CH:9][C:10]=1[CH3:11])[NH:7][CH:6]=[C:5]2[CH:12]=[O:13].CC1(C)COB([C:21]2[CH:26]=[CH:25][C:24]([C:27]3([CH2:30][OH:31])[CH2:29][CH2:28]3)=[CH:23][CH:22]=2)OC1.C(=O)([O-])[O-].[K+].[K+]. (2) Given the product [CH:1]1([C:7]2[C:15]3[C:10](=[CH:11][C:12]([C:16]([NH:46][S:43]([N:42]([CH3:47])[CH3:41])(=[O:45])=[O:44])=[O:17])=[CH:13][CH:14]=3)[CH:9]([CH2:19][CH2:20][C:21](=[O:34])[N:22]3[CH2:23][CH2:24][CH:25]([N:28]4[CH2:32][CH2:31][CH2:30][C:29]4=[O:33])[CH2:26][CH2:27]3)[C:8]=2[C:35]2[CH:40]=[CH:39][CH:38]=[CH:37][CH:36]=2)[CH2:6][CH2:5][CH2:4][CH2:3][CH2:2]1, predict the reactants needed to synthesize it. The reactants are: [CH:1]1([C:7]2[C:15]3[C:10](=[CH:11][C:12]([C:16](O)=[O:17])=[CH:13][CH:14]=3)[CH:9]([CH2:19][CH2:20][C:21](=[O:34])[N:22]3[CH2:27][CH2:26][CH:25]([N:28]4[CH2:32][CH2:31][CH2:30][C:29]4=[O:33])[CH2:24][CH2:23]3)[C:8]=2[C:35]2[CH:40]=[CH:39][CH:38]=[CH:37][CH:36]=2)[CH2:6][CH2:5][CH2:4][CH2:3][CH2:2]1.[CH3:41][N:42]([CH3:47])[S:43]([NH2:46])(=[O:45])=[O:44].Cl.CN(C)CCCN=C=NCC. (3) Given the product [CH3:1][O:2][C:3]1[C:12]2[C:7](=[CH:8][CH:9]=[CH:10][CH:11]=2)[C:6]([O:13][CH3:14])=[C:5]([CH3:15])[C:4]=1[CH2:16][CH:17]=[C:18]([CH:19]1[S:26][CH2:22][CH2:23][CH2:24][S:25]1)[CH3:21], predict the reactants needed to synthesize it. The reactants are: [CH3:1][O:2][C:3]1[C:12]2[C:7](=[CH:8][CH:9]=[CH:10][CH:11]=2)[C:6]([O:13][CH3:14])=[C:5]([CH3:15])[C:4]=1[CH2:16][CH:17]=[C:18]([CH3:21])[CH:19]=O.[CH2:22]([SH:26])[CH2:23][CH2:24][SH:25].II.